This data is from Reaction yield outcomes from USPTO patents with 853,638 reactions. The task is: Predict the reaction yield, written as a fraction of the theoretical maximum amount of product (1.0 means a 100% yield; for example, 0.34 means a 34% yield). (1) The reactants are Cl[C:2]1[C:11]2[C:6](=[CH:7][CH:8]=[C:9]([S:12]([C:15]([CH3:18])([CH3:17])[CH3:16])(=[O:14])=[O:13])[CH:10]=2)[N:5]=[CH:4][CH:3]=1.[N:19]1[C:27]2[C:22](=[N:23][CH:24]=[C:25]([NH2:28])[CH:26]=2)[S:21][CH:20]=1.CC1(C)C2C(=C(P(C3C=CC=CC=3)C3C=CC=CC=3)C=CC=2)OC2C(P(C3C=CC=CC=3)C3C=CC=CC=3)=CC=CC1=2.C(=O)([O-])[O-].[Cs+].[Cs+]. The catalyst is C1C=CC(/C=C/C(/C=C/C2C=CC=CC=2)=O)=CC=1.C1C=CC(/C=C/C(/C=C/C2C=CC=CC=2)=O)=CC=1.C1C=CC(/C=C/C(/C=C/C2C=CC=CC=2)=O)=CC=1.[Pd].[Pd]. The product is [C:15]([S:12]([C:9]1[CH:10]=[C:11]2[C:6](=[CH:7][CH:8]=1)[N:5]=[CH:4][CH:3]=[C:2]2[NH:28][C:25]1[CH:26]=[C:27]2[N:19]=[CH:20][S:21][C:22]2=[N:23][CH:24]=1)(=[O:14])=[O:13])([CH3:18])([CH3:17])[CH3:16]. The yield is 0.510. (2) The reactants are Cl[C:2]1[CH:11]=[C:10]([C:12]([NH:14][CH2:15][CH2:16][N:17]2[CH2:21][CH2:20][CH2:19][CH2:18]2)=[O:13])[C:9]2[C:4](=[CH:5][CH:6]=[C:7]([Cl:22])[CH:8]=2)[N:3]=1.Cl.[O:24]1[CH2:29][CH2:28][N:27]([CH2:30][C:31]2[CH:36]=[CH:35][C:34](B(O)O)=[CH:33][CH:32]=2)[CH2:26][CH2:25]1.P([O-])([O-])([O-])=O.[K+].[K+].[K+]. The catalyst is CN(C=O)C.O.C1C=CC([P]([Pd]([P](C2C=CC=CC=2)(C2C=CC=CC=2)C2C=CC=CC=2)([P](C2C=CC=CC=2)(C2C=CC=CC=2)C2C=CC=CC=2)[P](C2C=CC=CC=2)(C2C=CC=CC=2)C2C=CC=CC=2)(C2C=CC=CC=2)C2C=CC=CC=2)=CC=1. The product is [Cl:22][C:7]1[CH:8]=[C:9]2[C:4](=[CH:5][CH:6]=1)[N:3]=[C:2]([C:34]1[CH:33]=[CH:32][C:31]([CH2:30][N:27]3[CH2:28][CH2:29][O:24][CH2:25][CH2:26]3)=[CH:36][CH:35]=1)[CH:11]=[C:10]2[C:12]([NH:14][CH2:15][CH2:16][N:17]1[CH2:21][CH2:20][CH2:19][CH2:18]1)=[O:13]. The yield is 0.300. (3) The reactants are Br[C:2]1[CH:22]=[C:21]([CH3:23])[CH:20]=[CH:19][C:3]=1[O:4][C:5]1[C:14]2[C:9](=[CH:10][C:11]([O:17][CH3:18])=[C:12]([O:15][CH3:16])[CH:13]=2)[N:8]=[CH:7][CH:6]=1.C([Li])CCC.CCCCCC.[C:35](Cl)(=[O:40])[C:36]([CH3:39])([CH3:38])[CH3:37].O. The catalyst is O1CCCC1. The product is [CH3:16][O:15][C:12]1[CH:13]=[C:14]2[C:9](=[CH:10][C:11]=1[O:17][CH3:18])[N:8]=[CH:7][CH:6]=[C:5]2[O:4][C:3]1[CH:19]=[CH:20][C:21]([CH3:23])=[CH:22][C:2]=1[C:35](=[O:40])[C:36]([CH3:39])([CH3:38])[CH3:37]. The yield is 0.210. (4) The reactants are Cl[C:2]1[C:3]([O:8][CH:9]2[CH2:14][CH2:13][N:12]([C:15]3[CH:24]=[CH:23][C:22]4[C:17](=[CH:18][CH:19]=[CH:20][CH:21]=4)[N:16]=3)[CH2:11][CH2:10]2)=[N:4][CH:5]=[CH:6][N:7]=1.[NH:25]1[CH2:30][CH2:29][CH:28]([OH:31])[CH2:27][CH2:26]1.C([O-])([O-])=O.[K+].[K+].C(O)(C)C. The catalyst is O. The product is [N:16]1[C:17]2[C:22](=[CH:21][CH:20]=[CH:19][CH:18]=2)[CH:23]=[CH:24][C:15]=1[N:12]1[CH2:13][CH2:14][CH:9]([O:8][C:3]2[C:2]([N:25]3[CH2:30][CH2:29][CH:28]([OH:31])[CH2:27][CH2:26]3)=[N:7][CH:6]=[CH:5][N:4]=2)[CH2:10][CH2:11]1. The yield is 0.170. (5) The reactants are [CH3:1][N:2]([C:4]([N:6]=[C:7]([NH2:9])[NH2:8])=[NH:5])[CH3:3].[ClH:10].[CH3:11][CH:12]1OC(C)OC(C)O1. The product is [ClH:10].[NH2:8][C:7]1[NH:6][C:4]([N:2]([CH3:3])[CH3:1])=[N:5][CH:11]([CH3:12])[N:9]=1. The yield is 0.814. The catalyst is C(O)C(C)C.O.C1(C)C=CC(S(O)(=O)=O)=CC=1.